Dataset: NCI-60 drug combinations with 297,098 pairs across 59 cell lines. Task: Regression. Given two drug SMILES strings and cell line genomic features, predict the synergy score measuring deviation from expected non-interaction effect. (1) Drug 1: C1=CC(=CC=C1CC(C(=O)O)N)N(CCCl)CCCl.Cl. Drug 2: CN(CC1=CN=C2C(=N1)C(=NC(=N2)N)N)C3=CC=C(C=C3)C(=O)NC(CCC(=O)O)C(=O)O. Cell line: OVCAR-4. Synergy scores: CSS=25.0, Synergy_ZIP=-1.97, Synergy_Bliss=-4.89, Synergy_Loewe=-26.8, Synergy_HSA=-6.83. (2) Drug 1: C(=O)(N)NO. Drug 2: CCCCC(=O)OCC(=O)C1(CC(C2=C(C1)C(=C3C(=C2O)C(=O)C4=C(C3=O)C=CC=C4OC)O)OC5CC(C(C(O5)C)O)NC(=O)C(F)(F)F)O. Cell line: SK-MEL-2. Synergy scores: CSS=52.8, Synergy_ZIP=5.62, Synergy_Bliss=3.59, Synergy_Loewe=-30.5, Synergy_HSA=0.729. (3) Drug 1: C1CN1P(=S)(N2CC2)N3CC3. Drug 2: CN1C(=O)N2C=NC(=C2N=N1)C(=O)N. Cell line: HCT116. Synergy scores: CSS=13.6, Synergy_ZIP=7.15, Synergy_Bliss=9.44, Synergy_Loewe=-20.9, Synergy_HSA=-0.0769. (4) Drug 1: C1=C(C(=O)NC(=O)N1)F. Drug 2: CN1C2=C(C=C(C=C2)N(CCCl)CCCl)N=C1CCCC(=O)O.Cl. Cell line: MDA-MB-435. Synergy scores: CSS=11.9, Synergy_ZIP=0.802, Synergy_Bliss=-1.91, Synergy_Loewe=-12.5, Synergy_HSA=-4.16.